Dataset: Forward reaction prediction with 1.9M reactions from USPTO patents (1976-2016). Task: Predict the product of the given reaction. Given the reactants Br[C:2]1[CH:7]=[CH:6][C:5]([N:8]2[C:12]3[N:13]=[CH:14][N:15]([CH2:18][C:19]4([OH:32])[CH2:24][CH2:23][N:22]([C:25]([O:27][C:28]([CH3:31])([CH3:30])[CH3:29])=[O:26])[CH2:21][CH2:20]4)[C:16](=[O:17])[C:11]=3[CH:10]=[N:9]2)=[CH:4][CH:3]=1.Cl.[CH3:34][C:35]1([OH:40])[CH2:39][CH2:38][NH:37][CH2:36]1.C(=O)([O-])[O-].[Cs+].[Cs+].CC(C1C=C(C(C)C)C(C2C=CC=CC=2P(C2CCCCC2)C2CCCCC2)=C(C(C)C)C=1)C, predict the reaction product. The product is: [OH:32][C:19]1([CH2:18][N:15]2[C:16](=[O:17])[C:11]3[CH:10]=[N:9][N:8]([C:5]4[CH:6]=[CH:7][C:2]([N:37]5[CH2:38][CH2:39][C:35]([OH:40])([CH3:34])[CH2:36]5)=[CH:3][CH:4]=4)[C:12]=3[N:13]=[CH:14]2)[CH2:24][CH2:23][N:22]([C:25]([O:27][C:28]([CH3:31])([CH3:30])[CH3:29])=[O:26])[CH2:21][CH2:20]1.